Dataset: Forward reaction prediction with 1.9M reactions from USPTO patents (1976-2016). Task: Predict the product of the given reaction. (1) Given the reactants [C:1]([O-:4])(=[O:3])[CH3:2].[Na+:5], predict the reaction product. The product is: [C:1]([O-:4])(=[O:3])[CH3:2].[C:1]([O-:4])(=[O:3])[CH3:2].[Na+:5].[Na+:5].[C:1]([O-:4])(=[O:3])[CH3:2].[Na+:5]. (2) Given the reactants [OH-:1].[Na+:2].[CH:3]1[N:7]=[CH:6][N:5]([CH2:8][C:9]([P:15]([OH:18])([OH:17])=[O:16])([P:11]([OH:14])([OH:13])=[O:12])[OH:10])[CH:4]=1.CO, predict the reaction product. The product is: [CH:3]1[N:7]=[CH:6][N:5]([CH2:8][C:9]([P:11]([O-:14])([OH:13])=[O:12])([P:15]([O-:17])([OH:18])=[O:16])[OH:10])[CH:4]=1.[OH2:1].[OH2:10].[OH2:10].[OH2:10].[Na+:2].[Na+:2]. (3) Given the reactants [OH-].[K+].C[NH:4][C:5](=[NH:7])S.OS(O)(=O)=O.[CH3:13][C:14]1[CH:27]=[CH:26][C:17]([C:18]([CH2:20][C:21](OCC)=[O:22])=[O:19])=[CH:16][CH:15]=1, predict the reaction product. The product is: [NH2:7][C:5]1[O:19][C:18]([C:17]2[CH:26]=[CH:27][C:14]([CH3:13])=[CH:15][CH:16]=2)=[CH:20][C:21](=[O:22])[N:4]=1. (4) Given the reactants [C:1]([OH:10])(=[O:9])[C:2]1[C:3](=[CH:5][CH:6]=[CH:7][CH:8]=1)N.N([O-])=O.[Na+].[N-:15]=[N+:16]=[N-:17].[Na+].CC([O-])=O.[Na+].N#N, predict the reaction product. The product is: [N:15]([O:10][C:1](=[O:9])[C:2]1[CH:3]=[CH:5][CH:6]=[CH:7][CH:8]=1)=[N+:16]=[N-:17]. (5) Given the reactants [OH:1][C:2]1[CH:3]=[C:4]([CH:7]=[CH:8][CH:9]=1)[CH:5]=O.[NH2:10][C:11]1[CH:12]=[CH:13][C:14]([O:33][CH3:34])=[C:15]([S:17]([NH:20][C@@H:21]2[CH2:25][CH2:24][N:23]([C:26](OC(C)(C)C)=O)[CH2:22]2)(=[O:19])=[O:18])[CH:16]=1.C(O)C([NH2:41])(CO)CO.Cl.CCN(C(C)C)C(C)C.BrC#N, predict the reaction product. The product is: [C:26]([N:23]1[CH2:24][CH2:25][C@@H:21]([NH:20][S:17]([C:15]2[CH:16]=[C:11]([NH:10][CH2:5][C:4]3[CH:7]=[CH:8][CH:9]=[C:2]([OH:1])[CH:3]=3)[CH:12]=[CH:13][C:14]=2[O:33][CH3:34])(=[O:19])=[O:18])[CH2:22]1)#[N:41]. (6) Given the reactants [Br:1][C:2]1[CH:3]=[C:4]([NH:9]C(=O)C)[CH:5]=[C:6]([F:8])[CH:7]=1.Cl.[OH-].[Na+], predict the reaction product. The product is: [Br:1][C:2]1[CH:3]=[C:4]([CH:5]=[C:6]([F:8])[CH:7]=1)[NH2:9]. (7) Given the reactants [N:1]1[C:9]2[CH:8]=[CH:7][N:6]=[CH:5][C:4]=2[S:3][CH:2]=1.[CH3:10]I, predict the reaction product. The product is: [CH3:10][N:6]1[CH2:7][CH2:8][C:9]2[N:1]=[CH:2][S:3][C:4]=2[CH2:5]1. (8) Given the reactants [CH:1]1([CH2:4][CH:5]=O)[CH2:3][CH2:2]1.[C:7]([O:11][CH2:12][CH3:13])(=[O:10])[NH:8][NH2:9], predict the reaction product. The product is: [CH2:12]([O:11][C:7]([NH:8][N:9]=[CH:5][CH2:4][CH:1]1[CH2:2][CH2:3]1)=[O:10])[CH3:13].